This data is from Forward reaction prediction with 1.9M reactions from USPTO patents (1976-2016). The task is: Predict the product of the given reaction. (1) The product is: [CH2:1]([N:8]1[CH2:12][C@H:11]([C:13]2[CH:18]=[CH:17][CH:16]=[CH:15][CH:14]=2)[C@@H:10]([CH2:19][O:20][Si:30]([C:33]([CH3:36])([CH3:35])[CH3:34])([CH3:32])[CH3:31])[CH2:9]1)[C:2]1[CH:3]=[CH:4][CH:5]=[CH:6][CH:7]=1. Given the reactants [CH2:1]([N:8]1[CH2:12][C@H:11]([C:13]2[CH:18]=[CH:17][CH:16]=[CH:15][CH:14]=2)[C@@H:10]([CH2:19][OH:20])[CH2:9]1)[C:2]1[CH:7]=[CH:6][CH:5]=[CH:4][CH:3]=1.C(N(CC)C(C)C)(C)C.[Si:30](Cl)([C:33]([CH3:36])([CH3:35])[CH3:34])([CH3:32])[CH3:31], predict the reaction product. (2) Given the reactants C([O:3][C:4](=[O:24])[CH2:5][S:6][C:7]1[CH:12]=[CH:11][C:10]([O:13][CH2:14][CH2:15][C@H:16]([O:18]S(C)(=O)=O)[CH3:17])=[CH:9][C:8]=1[CH3:23])C.[F:25][C:26]1[CH:43]=[CH:42][CH:41]=[CH:40][C:27]=1[O:28][C:29]1[CH:34]=[C:33]([C:35]([F:38])([F:37])[F:36])[CH:32]=[CH:31][C:30]=1O, predict the reaction product. The product is: [F:25][C:26]1[CH:43]=[CH:42][CH:41]=[CH:40][C:27]=1[O:28][C:29]1[CH:34]=[C:33]([C:35]([F:36])([F:38])[F:37])[CH:32]=[CH:31][C:30]=1[O:18][C@@H:16]([CH3:17])[CH2:15][CH2:14][O:13][C:10]1[CH:11]=[CH:12][C:7]([S:6][CH2:5][C:4]([OH:3])=[O:24])=[C:8]([CH3:23])[CH:9]=1. (3) Given the reactants [CH:1]([N:4]1[CH2:9][C:8](=[O:10])[NH:7][C:6]2[CH:11]=[C:12]([C:15](OC)=[O:16])[CH:13]=[N:14][C:5]1=2)([CH3:3])[CH3:2].[H-].[Na+], predict the reaction product. The product is: [OH:16][CH2:15][C:12]1[CH:13]=[N:14][C:5]2[N:4]([CH:1]([CH3:3])[CH3:2])[CH2:9][C:8](=[O:10])[NH:7][C:6]=2[CH:11]=1. (4) Given the reactants [N:1]1[C:10]2[C:5](=[CH:6][CH:7]=[CH:8][CH:9]=2)[C:4]([CH:11]=O)=[CH:3][CH:2]=1.N1(C2C=C[C:21]([CH:22]=[O:23])=CC=2)C=CC=N1, predict the reaction product. The product is: [N:1]1[C:10]2[C:5](=[CH:6][CH:7]=[CH:8][CH:9]=2)[C:4]([CH:11]=[CH:21][CH:22]=[O:23])=[CH:3][CH:2]=1. (5) The product is: [C:1]([O:5][C:6](=[O:46])[NH:7][CH:8]1[C:26](=[O:27])[N:25]2[CH:21]([CH2:22][CH:23]([OH:28])[CH2:24]2)[C:20](=[O:36])[NH:19][C:18]2([C:37]([NH:39][S:40]([CH:43]3[CH2:45][CH2:44]3)(=[O:41])=[O:42])=[O:38])[CH:16]([CH2:17]2)[CH:15]=[CH:14][CH2:13][CH2:12][CH2:11][CH2:10][CH2:9]1)([CH3:4])([CH3:2])[CH3:3]. Given the reactants [C:1]([O:5][C:6](=[O:46])[NH:7][CH:8]1[C:26](=[O:27])[N:25]2[CH:21]([CH2:22][CH:23]([O:28][Si](C(C)(C)C)(C)C)[CH2:24]2)[C:20](=[O:36])[NH:19][C:18]2([C:37]([NH:39][S:40]([CH:43]3[CH2:45][CH2:44]3)(=[O:42])=[O:41])=[O:38])[CH:16]([CH2:17]2)[CH:15]=[CH:14][CH2:13][CH2:12][CH2:11][CH2:10][CH2:9]1)([CH3:4])([CH3:3])[CH3:2].[F-].C([N+](CCCC)(CCCC)CCCC)CCC, predict the reaction product. (6) The product is: [F:18][C:15]1[CH:14]=[CH:13][C:12]([C:9]2[N:8]=[CH:7][C:6]([OH:5])=[CH:11][N:10]=2)=[CH:17][CH:16]=1. Given the reactants C(OC[O:5][C:6]1[CH:7]=[N:8][C:9]([C:12]2[CH:17]=[CH:16][C:15]([F:18])=[CH:14][CH:13]=2)=[N:10][CH:11]=1)C.Cl, predict the reaction product. (7) Given the reactants [S:1]1[CH2:6][CH2:5]C[S:3][CH:2]1[CH2:7][C:8]([OH:10])=[O:9].S1CCS[CH:12]1CC(O)=O.[CH3:20][O:21][CH:22]([O:28]C)[CH2:23][C:24](OC)=O.C(S)CS.[CH2:34]([SH:38])[CH2:35][CH2:36][SH:37], predict the reaction product. The product is: [S:3]1[CH2:5][CH2:6][S:1][CH:2]1[CH2:7][C:8]([O:10][CH3:12])=[O:9].[S:37]1[CH2:36][CH2:35][CH2:34][S:38][CH:24]1[CH2:23][C:22]([O:21][CH3:20])=[O:28]. (8) Given the reactants [CH3:1][O:2][C:3]1[CH:8]=[CH:7][C:6]([C:9]2(OC)C(OC)=CC=[C:11](CO)[CH2:10]2)=[CH:5][C:4]=1[N+:21]([O-:23])=[O:22].[CH3:24][O:25][C:26]1[CH:27]=[C:28](Br)[CH:29]=[C:30]([O:32][CH3:33])[CH:31]=1.[Mg].[CH3:36][O:37][C:38]1[CH:45]=[CH:44][C:41]([CH:42]=[O:43])=[CH:40][C:39]=1[N+:46]([O-:48])=[O:47], predict the reaction product. The product is: [CH3:1][O:2][C:3]1[CH:8]=[CH:7][C:6]([C:9]([C:28]2[CH:27]=[C:26]([O:25][CH3:24])[CH:31]=[C:30]([O:32][CH3:33])[CH:29]=2)=[CH:10][C:11]#[N:46])=[CH:5][C:4]=1[N+:21]([O-:23])=[O:22].[CH3:36][O:37][C:38]1[CH:45]=[CH:44][C:41]([CH:42]([C:28]2[CH:27]=[C:26]([O:25][CH3:24])[CH:31]=[C:30]([O:32][CH3:33])[CH:29]=2)[OH:43])=[CH:40][C:39]=1[N+:46]([O-:48])=[O:47].